Task: Regression. Given two drug SMILES strings and cell line genomic features, predict the synergy score measuring deviation from expected non-interaction effect.. Dataset: NCI-60 drug combinations with 297,098 pairs across 59 cell lines Drug 1: CC1C(C(CC(O1)OC2CC(CC3=C2C(=C4C(=C3O)C(=O)C5=C(C4=O)C(=CC=C5)OC)O)(C(=O)CO)O)N)O.Cl. Drug 2: C(CN)CNCCSP(=O)(O)O. Cell line: NCI-H226. Synergy scores: CSS=1.77, Synergy_ZIP=6.15, Synergy_Bliss=0.319, Synergy_Loewe=-3.45, Synergy_HSA=-1.14.